Dataset: Full USPTO retrosynthesis dataset with 1.9M reactions from patents (1976-2016). Task: Predict the reactants needed to synthesize the given product. (1) Given the product [CH2:1]([CH:10]([O:22][CH:23]([C:30]1[CH:35]=[CH:34][CH:33]=[CH:32][CH:31]=1)[C:24]1[CH:25]=[CH:26][CH:27]=[CH:28][CH:29]=1)[C@:11]1([CH2:20][O:21][C:23](=[O:22])[C:24]2[CH:29]=[CH:28][CH:27]=[CH:26][CH:25]=2)[O:17][C@@H:14]([O:15][CH3:16])[C@@H:13]([F:18])[C@@H:12]1[O:19][C:36](=[O:43])[C:37]1[CH:42]=[CH:41][CH:40]=[CH:39][CH:38]=1)[C:2]1[CH:3]=[CH:4][C:5]([O:8][CH3:9])=[CH:6][CH:7]=1, predict the reactants needed to synthesize it. The reactants are: [CH2:1]([CH:10]([O:22][CH:23]([C:30]1[CH:35]=[CH:34][CH:33]=[CH:32][CH:31]=1)[C:24]1[CH:29]=[CH:28][CH:27]=[CH:26][CH:25]=1)[C@:11]1([CH2:20][OH:21])[O:17][C@@H:14]([O:15][CH3:16])[C@@H:13]([F:18])[C@@H:12]1[OH:19])[C:2]1[CH:7]=[CH:6][C:5]([O:8][CH3:9])=[CH:4][CH:3]=1.[C:36](Cl)(=[O:43])[C:37]1[CH:42]=[CH:41][CH:40]=[CH:39][CH:38]=1. (2) Given the product [CH3:19][O:21][C:22](=[O:38])[CH2:23][N:24]1[C:32]2[C:27](=[CH:28][C:29]([O:33][CH2:34][CH2:35][CH2:36][O:16][C:13]3[CH:14]=[CH:15][C:10]([C:7]4[S:8][CH:9]=[C:5]([O:4][CH:1]([CH3:3])[CH3:2])[N:6]=4)=[CH:11][C:12]=3[O:17][CH3:18])=[CH:30][CH:31]=2)[CH:26]=[CH:25]1, predict the reactants needed to synthesize it. The reactants are: [CH:1]([O:4][C:5]1[N:6]=[C:7]([C:10]2[CH:15]=[CH:14][C:13]([OH:16])=[C:12]([O:17][CH3:18])[CH:11]=2)[S:8][CH:9]=1)([CH3:3])[CH3:2].[CH2:19]([O:21][C:22](=[O:38])[CH2:23][N:24]1[C:32]2[C:27](=[CH:28][C:29]([O:33][CH2:34][CH2:35][CH2:36]Br)=[CH:30][CH:31]=2)[CH:26]=[CH:25]1)C.C(=O)([O-])[O-].[Cs+].[Cs+]. (3) Given the product [N:32]1([C:41]2[CH:46]=[N:45][CH:44]=[CH:43][N:42]=2)[CH2:37][CH2:36][N:35]([CH2:38][CH2:39][NH:40][C:23](=[O:25])[C:22]2[CH:26]=[CH:27][C:19]([S:16](=[O:17])(=[O:18])[NH:15][C:10]3[CH:11]=[CH:12][CH:13]=[CH:14][C:9]=3[O:8][C:7]3[CH:6]=[CH:5][C:4]([O:3][C:2]([F:1])([F:30])[F:31])=[CH:29][CH:28]=3)=[CH:20][CH:21]=2)[CH2:34][CH2:33]1, predict the reactants needed to synthesize it. The reactants are: [F:1][C:2]([F:31])([F:30])[O:3][C:4]1[CH:29]=[CH:28][C:7]([O:8][C:9]2[CH:14]=[CH:13][CH:12]=[CH:11][C:10]=2[NH:15][S:16]([C:19]2[CH:27]=[CH:26][C:22]([C:23]([OH:25])=O)=[CH:21][CH:20]=2)(=[O:18])=[O:17])=[CH:6][CH:5]=1.[N:32]1([C:41]2[CH:46]=[N:45][CH:44]=[CH:43][N:42]=2)[CH2:37][CH2:36][N:35]([CH2:38][CH2:39][NH2:40])[CH2:34][CH2:33]1. (4) Given the product [N+:1]([C:4]1[CH:5]=[CH:6][C:7]([CH2:10][CH2:11][O:12][S:30]([C:27]2[CH:26]=[CH:25][C:24]([N+:21]([O-:23])=[O:22])=[CH:29][CH:28]=2)(=[O:31])=[O:32])=[CH:8][CH:9]=1)([O-:3])=[O:2], predict the reactants needed to synthesize it. The reactants are: [N+:1]([C:4]1[CH:9]=[CH:8][C:7]([CH2:10][CH2:11][OH:12])=[CH:6][CH:5]=1)([O-:3])=[O:2].C1N2CCN(CC2)C1.[N+:21]([C:24]1[CH:29]=[CH:28][C:27]([S:30](Cl)(=[O:32])=[O:31])=[CH:26][CH:25]=1)([O-:23])=[O:22].O. (5) Given the product [C:1]([O:5][C:6]([NH:8][C@@H:9]([CH2:23][CH2:24][N:52]1[CH2:51][CH2:50][CH:49]([NH:48][C:46](=[O:47])[C:45]2[CH:55]=[CH:56][C:42]([NH:41][C:38]3[N:37]=[CH:36][C:35]4[N:34]([CH3:59])[C:33](=[O:60])[C@@H:32]([CH2:61][CH3:62])[N:31]([CH:26]5[CH2:30][CH2:29][CH2:28][CH2:27]5)[C:40]=4[N:39]=3)=[C:43]([O:57][CH3:58])[CH:44]=2)[CH2:54][CH2:53]1)[C:10]([O:12][C@@H:13]1[CH2:18][C@H:17]([CH3:19])[CH2:16][CH2:15][C@H:14]1[CH:20]([CH3:22])[CH3:21])=[O:11])=[O:7])([CH3:3])([CH3:4])[CH3:2], predict the reactants needed to synthesize it. The reactants are: [C:1]([O:5][C:6]([NH:8][C@@H:9]([CH2:23][CH:24]=O)[C:10]([O:12][C@@H:13]1[CH2:18][C@H:17]([CH3:19])[CH2:16][CH2:15][C@H:14]1[CH:20]([CH3:22])[CH3:21])=[O:11])=[O:7])([CH3:4])([CH3:3])[CH3:2].[CH:26]1([N:31]2[C:40]3[N:39]=[C:38]([NH:41][C:42]4[CH:56]=[CH:55][C:45]([C:46]([NH:48][CH:49]5[CH2:54][CH2:53][NH:52][CH2:51][CH2:50]5)=[O:47])=[CH:44][C:43]=4[O:57][CH3:58])[N:37]=[CH:36][C:35]=3[N:34]([CH3:59])[C:33](=[O:60])[C@H:32]2[CH2:61][CH3:62])[CH2:30][CH2:29][CH2:28][CH2:27]1.C(O[BH-](OC(=O)C)OC(=O)C)(=O)C.[Na+].C([O-])(O)=O.[Na+]. (6) Given the product [Br:13][C:10]1[CH:11]=[CH:12][C:7]([C:59]([O:62][CH3:63])=[O:61])=[C:8]([CH:14]([CH3:16])[CH3:15])[CH:9]=1, predict the reactants needed to synthesize it. The reactants are: FC(F)(F)S(O[C:7]1[CH:12]=[CH:11][C:10]([Br:13])=[CH:9][C:8]=1[CH:14]([CH3:16])[CH3:15])(=O)=O.C1(P(C2C=CC=CC=2)CCCP(C2C=CC=CC=2)C2C=CC=CC=2)C=CC=CC=1.C(N(CC)CC)C.CS(C)=O.[C:59]([O:62][CH2:63]C)(=[O:61])C. (7) Given the product [C:3]([O:5][C@H:6]([O:10][C:11]([NH:40][CH2:41][CH2:42][CH2:43][P:44]([CH2:47][CH:48]1[CH2:53][CH2:52][CH2:51][CH2:50][CH2:49]1)(=[O:45])[OH:46])=[O:12])[CH:7]([CH3:8])[CH3:9])(=[O:4])[CH:2]([CH3:39])[CH3:1], predict the reactants needed to synthesize it. The reactants are: [CH3:1][CH:2]([CH3:39])[C:3]([O:5][C@H:6]([O:10][C:11](ON1C(=O)[C@@H](OC(=O)C2C=CC=CC=2)[C@H](OC(=O)C2C=CC=CC=2)C1=O)=[O:12])[CH:7]([CH3:9])[CH3:8])=[O:4].[NH2:40][CH2:41][CH2:42][CH2:43][P:44]([CH2:47][CH:48]1[CH2:53][CH2:52][CH2:51][CH2:50][CH2:49]1)(=[O:46])[OH:45].C1COCC1. (8) The reactants are: [F:1][C:2]1[C:7]([F:8])=[CH:6][C:5]([C:9]2[CH:14]=[CH:13][C:12]([O:15][CH2:16][C:17]3[CH:18]=[CH:19][C:20]4[O:24][N:23]=[C:22]([OH:25])[C:21]=4[CH:26]=3)=[CH:11][CH:10]=2)=[C:4]([O:27][CH3:28])[CH:3]=1.C(=O)([O-])[O-].[Cs+].[Cs+].Br[C:36]([CH3:43])([CH3:42])[C:37]([O:39]CC)=[O:38]. Given the product [F:1][C:2]1[C:7]([F:8])=[CH:6][C:5]([C:9]2[CH:10]=[CH:11][C:12]([O:15][CH2:16][C:17]3[CH:18]=[CH:19][C:20]4[O:24][N:23]=[C:22]([O:25][C:36]([CH3:43])([CH3:42])[C:37]([OH:39])=[O:38])[C:21]=4[CH:26]=3)=[CH:13][CH:14]=2)=[C:4]([O:27][CH3:28])[CH:3]=1, predict the reactants needed to synthesize it.